From a dataset of Reaction yield outcomes from USPTO patents with 853,638 reactions. Predict the reaction yield, written as a fraction of the theoretical maximum amount of product (1.0 means a 100% yield; for example, 0.34 means a 34% yield). (1) The reactants are C[O:2][C:3](OC)([CH3:32])[C:4]([C:6]1[CH:10]([C:11]2[CH:16]=[CH:15][CH:14]=[CH:13][C:12]=2[O:17][CH3:18])[N:9]([C:19]2[CH:24]=[CH:23][C:22]([C:25]3[CH:29]=[CH:28][O:27][N:26]=3)=[CH:21][CH:20]=2)[C:8](=[O:30])[C:7]=1[OH:31])=[O:5].C(O)(=O)C. The catalyst is O. The yield is 0.700. The product is [O:5]=[C:4]([C:6]1[CH:10]([C:11]2[CH:16]=[CH:15][CH:14]=[CH:13][C:12]=2[O:17][CH3:18])[N:9]([C:19]2[CH:24]=[CH:23][C:22]([C:25]3[CH:29]=[CH:28][O:27][N:26]=3)=[CH:21][CH:20]=2)[C:8](=[O:30])[C:7]=1[OH:31])[C:3](=[O:2])[CH3:32]. (2) The reactants are C[O:2][C:3]1[CH:4]=[C:5]2[C:9](=[CH:10][CH:11]=1)[NH:8][N:7]=[CH:6]2.B(Br)(Br)Br.[OH-].[Na+]. The catalyst is C(Cl)CCl.C(Cl)Cl. The product is [OH:2][C:3]1[CH:4]=[C:5]2[C:9](=[CH:10][CH:11]=1)[NH:8][N:7]=[CH:6]2. The yield is 0.650. (3) The reactants are [OH:1][CH2:2][C@@H:3]1[C@H:7]2[O:8][C:9]([CH3:12])([CH3:11])[O:10][C@H:6]2[C@H:5]([N:13]2[C:17]3[N:18]=[C:19]([N:23]([C:31]([O:33][C:34]([CH3:37])([CH3:36])[CH3:35])=[O:32])[C:24]([O:26][C:27]([CH3:30])([CH3:29])[CH3:28])=[O:25])[N:20]=[C:21]([CH3:22])[C:16]=3[CH:15]=[CH:14]2)[O:4]1.CC1(C)N([O])C(C)(C)CCC1.P([O-])([O-])([O-])=[O:50].Cl([O-])=O.[Na+].[OH-].[Na+]. The catalyst is O.C(#N)C. The product is [C:27]([O:26][C:24]([N:23]([C:31]([O:33][C:34]([CH3:37])([CH3:36])[CH3:35])=[O:32])[C:19]1[N:20]=[C:21]([CH3:22])[C:16]2[CH:15]=[CH:14][N:13]([C@H:5]3[C@@H:6]4[O:10][C:9]([CH3:12])([CH3:11])[O:8][C@@H:7]4[C@@H:3]([C:2]([OH:50])=[O:1])[O:4]3)[C:17]=2[N:18]=1)=[O:25])([CH3:28])([CH3:29])[CH3:30]. The yield is 0.640. (4) The reactants are [CH3:1][C:2]1[CH:3]=[CH:4][C:5]([N+:19]([O-:21])=[O:20])=[C:6]([CH:8](C(OCC)=O)[C:9]([O:11]CC)=[O:10])[CH:7]=1.Cl. The catalyst is C(O)(=O)C.O.CC#N. The product is [CH3:1][C:2]1[CH:3]=[CH:4][C:5]([N+:19]([O-:21])=[O:20])=[C:6]([CH2:8][C:9]([OH:11])=[O:10])[CH:7]=1. The yield is 0.840. (5) The reactants are [N+:1]([C:4]1[CH:5]=[C:6]([C:13]2[CH:14]=[N:15][CH:16]=[CH:17][CH:18]=2)[C:7]2[O:11][CH2:10][CH2:9][C:8]=2[CH:12]=1)([O-])=O.[Sn].O.[OH-].[Na+]. The catalyst is C(O)C.Cl. The product is [NH2:1][C:4]1[CH:5]=[C:6]([C:13]2[CH:14]=[N:15][CH:16]=[CH:17][CH:18]=2)[C:7]2[O:11][CH2:10][CH2:9][C:8]=2[CH:12]=1. The yield is 0.820.